From a dataset of Peptide-MHC class II binding affinity with 134,281 pairs from IEDB. Regression. Given a peptide amino acid sequence and an MHC pseudo amino acid sequence, predict their binding affinity value. This is MHC class II binding data. (1) The peptide sequence is AIAGAWENGVCGIRS. The MHC is DRB1_0404 with pseudo-sequence DRB1_0404. The binding affinity (normalized) is 0.152. (2) The peptide sequence is LKGSETTVTERIFRE. The MHC is DRB1_1302 with pseudo-sequence DRB1_1302. The binding affinity (normalized) is 0.102. (3) The peptide sequence is AIAGAWENGVCGIRS. The MHC is DRB4_0101 with pseudo-sequence DRB4_0103. The binding affinity (normalized) is 0.130. (4) The peptide sequence is RVVASLMRGLSSRKR. The MHC is H-2-IAd with pseudo-sequence H-2-IAd. The binding affinity (normalized) is 0.657. (5) The peptide sequence is AILRRRRRIAEPATC. The MHC is DRB5_0101 with pseudo-sequence DRB5_0101. The binding affinity (normalized) is 0.535. (6) The peptide sequence is APKVKYTVFETALKK. The MHC is HLA-DQA10501-DQB10201 with pseudo-sequence HLA-DQA10501-DQB10201. The binding affinity (normalized) is 0.375. (7) The peptide sequence is LLVVAVGLRVVC. The MHC is DRB3_0101 with pseudo-sequence DRB3_0101. The binding affinity (normalized) is 0.